This data is from Reaction yield outcomes from USPTO patents with 853,638 reactions. The task is: Predict the reaction yield, written as a fraction of the theoretical maximum amount of product (1.0 means a 100% yield; for example, 0.34 means a 34% yield). (1) The reactants are [K].[CH2:2]([O:4][C:5](=[O:11])[CH:6]([C:9]#[N:10])[CH:7]=[O:8])[CH3:3].[CH:12]1[CH:17]=[CH:16][C:15]([P+:18]([C:48]2[CH:53]=[CH:52][CH:51]=[CH:50][CH:49]=2)([C:42]2[CH:47]=[CH:46][CH:45]=[CH:44][CH:43]=2)[CH2:19][CH2:20][CH2:21][CH2:22][P+:23]([C:36]2[CH:41]=[CH:40][CH:39]=[CH:38][CH:37]=2)([C:30]2[CH:35]=[CH:34][CH:33]=[CH:32][CH:31]=2)[C:24]2[CH:29]=[CH:28][CH:27]=[CH:26][CH:25]=2)=[CH:14][CH:13]=1.[Br-].[Br-]. No catalyst specified. The product is [C:30]1([P+:23]([C:24]2[CH:29]=[CH:28][CH:27]=[CH:26][CH:25]=2)([C:36]2[CH:41]=[CH:40][CH:39]=[CH:38][CH:37]=2)[CH2:22][CH2:21][CH2:20][CH2:19][P+:18]([C:42]2[CH:43]=[CH:44][CH:45]=[CH:46][CH:47]=2)([C:15]2[CH:14]=[CH:13][CH:12]=[CH:17][CH:16]=2)[C:48]2[CH:53]=[CH:52][CH:51]=[CH:50][CH:49]=2)[CH:35]=[CH:34][CH:33]=[CH:32][CH:31]=1.[CH2:2]([O:4][C:5](=[O:11])[CH:6]([C:9]#[N:10])[CH:7]=[O:8])[CH3:3]. The yield is 1.00. (2) The reactants are C[O:2][C:3](=[O:35])[CH2:4][CH2:5][C:6]1[CH:11]=[CH:10][C:9]([O:12][CH2:13][CH:14]([C:16]2[S:20][C:19]([C:21]3[CH:26]=[CH:25][C:24]([C:27]([F:30])([F:29])[F:28])=[CH:23][CH:22]=3)=[N:18][C:17]=2[CH:31]([CH3:33])[CH3:32])[CH3:15])=[CH:8][C:7]=1[CH3:34].[OH-].[Na+].Cl. The catalyst is O1CCCC1.C(OCC)C. The product is [CH:31]([C:17]1[N:18]=[C:19]([C:21]2[CH:22]=[CH:23][C:24]([C:27]([F:29])([F:30])[F:28])=[CH:25][CH:26]=2)[S:20][C:16]=1[CH:14]([CH3:15])[CH2:13][O:12][C:9]1[CH:10]=[CH:11][C:6]([CH2:5][CH2:4][C:3]([OH:35])=[O:2])=[C:7]([CH3:34])[CH:8]=1)([CH3:32])[CH3:33]. The yield is 1.00.